From a dataset of Reaction yield outcomes from USPTO patents with 853,638 reactions. Predict the reaction yield, written as a fraction of the theoretical maximum amount of product (1.0 means a 100% yield; for example, 0.34 means a 34% yield). The reactants are [Br:1][C:2]1[CH:10]=[C:9]2[C:5]([CH2:6][C:7]3([CH2:27][CH2:26][CH:25]([O:28][CH3:29])[CH2:24][CH2:23]3)[C:8]2([NH:16]S(C(C)(C)C)=O)[C:11]([O:13][CH2:14][CH3:15])=[O:12])=[CH:4][CH:3]=1.C([O-])([O-])=O.[K+].[K+].CI. The catalyst is CC#N. The product is [NH2:16][C:8]1([C:11]([O:13][CH2:14][CH3:15])=[O:12])[C:9]2[C:5](=[CH:4][CH:3]=[C:2]([Br:1])[CH:10]=2)[CH2:6][C:7]21[CH2:23][CH2:24][CH:25]([O:28][CH3:29])[CH2:26][CH2:27]2. The yield is 0.500.